This data is from Reaction yield outcomes from USPTO patents with 853,638 reactions. The task is: Predict the reaction yield, written as a fraction of the theoretical maximum amount of product (1.0 means a 100% yield; for example, 0.34 means a 34% yield). (1) The reactants are [CH2:1]=[C:2]1[O:6][C:4](=[O:5])[CH2:3]1.[NH2:7][CH2:8][CH2:9][CH2:10][N:11]1[CH2:16][CH2:15][C:14]([C:23]2[CH:28]=[CH:27][CH:26]=[CH:25][CH:24]=2)([C:17]2[CH:22]=[CH:21][CH:20]=[CH:19][CH:18]=2)[CH2:13][CH2:12]1. The catalyst is C1(C)C=CC=CC=1. The product is [C:17]1([C:14]2([C:23]3[CH:28]=[CH:27][CH:26]=[CH:25][CH:24]=3)[CH2:13][CH2:12][N:11]([CH2:10][CH2:9][CH2:8][NH:7][C:4](=[O:5])[CH2:3][C:2]([CH3:1])=[O:6])[CH2:16][CH2:15]2)[CH:18]=[CH:19][CH:20]=[CH:21][CH:22]=1. The yield is 0.780. (2) The reactants are Br.[NH2:2][C:3]1[C:11]([OH:12])=[CH:10][CH:9]=[CH:8][C:4]=1[C:5]([OH:7])=[O:6].[CH:13]1([C:19](Cl)=O)[CH2:18][CH2:17][CH2:16][CH2:15][CH2:14]1.C(N(CC)CC)C.O.C1(C)C=CC(S(O)(=O)=O)=CC=1. The catalyst is ClCCl.O. The product is [CH:13]1([C:19]2[O:12][C:11]3[C:3](=[C:4]([C:5]([OH:7])=[O:6])[CH:8]=[CH:9][CH:10]=3)[N:2]=2)[CH2:18][CH2:17][CH2:16][CH2:15][CH2:14]1. The yield is 0.660. (3) The reactants are [CH3:1][C:2]1[NH:3][C:4](=O)[C:5]2[C:10]3[CH2:11][CH2:12][CH2:13][CH2:14][C:9]=3[O:8][C:6]=2[N:7]=1.O=P(Cl)(Cl)[Cl:18].C(Cl)(Cl)Cl.CCCCCC. The catalyst is C(OC(=O)C)(=O)C. The product is [Cl:18][C:4]1[C:5]2[C:10]3[CH2:11][CH2:12][CH2:13][CH2:14][C:9]=3[O:8][C:6]=2[N:7]=[C:2]([CH3:1])[N:3]=1. The yield is 0.820. (4) The reactants are C([O:3][C:4]([C:6]1[N:7]=[C:8]([CH3:18])[S:9][C:10]=1[NH:11][C:12]1[CH:13]=[N:14][CH:15]=[CH:16][CH:17]=1)=[O:5])C.[OH-].[K+]. The catalyst is CO.O. The product is [CH3:18][C:8]1[S:9][C:10]([NH:11][C:12]2[CH:13]=[N:14][CH:15]=[CH:16][CH:17]=2)=[C:6]([C:4]([OH:5])=[O:3])[N:7]=1. The yield is 0.700. (5) The reactants are Cl.[CH3:2][O:3][C:4](=[O:10])[C@H:5]([C@@H:7]([CH3:9])[OH:8])[NH2:6].[CH3:11][O:12][C:13]1[CH:14]=[C:15]([CH:19]=[CH:20][C:21]=1[N+:22]([O-:24])=[O:23])[C:16](O)=[O:17].CCN=C=NCCCN(C)C.Cl.C(N(CC)C(C)C)(C)C. The catalyst is CN(C1C=CN=CC=1)C.ClCCl. The product is [CH3:2][O:3][C:4](=[O:10])[C@H:5]([C@@H:7]([CH3:9])[OH:8])[NH:6][C:16](=[O:17])[C:15]1[CH:19]=[CH:20][C:21]([N+:22]([O-:24])=[O:23])=[C:13]([O:12][CH3:11])[CH:14]=1. The yield is 0.950.